This data is from Catalyst prediction with 721,799 reactions and 888 catalyst types from USPTO. The task is: Predict which catalyst facilitates the given reaction. (1) Reactant: [F:1][C:2]1[CH:7]=[CH:6][CH:5]=[CH:4][C:3]=1[N:8]=[C:9]=S.[NH:11]([C:13](=[O:29])[C:14]([NH:16][C:17]1[CH:22]=[CH:21][C:20]([N:23]2[CH2:28][CH2:27][O:26][CH2:25][CH2:24]2)=[CH:19][CH:18]=1)=[O:15])[NH2:12].N=C=N. Product: [F:1][C:2]1[CH:7]=[CH:6][CH:5]=[CH:4][C:3]=1[NH:8][C:9]1[O:29][C:13]([C:14]([NH:16][C:17]2[CH:22]=[CH:21][C:20]([N:23]3[CH2:28][CH2:27][O:26][CH2:25][CH2:24]3)=[CH:19][CH:18]=2)=[O:15])=[N:11][N:12]=1. The catalyst class is: 3. (2) Reactant: [CH:1]([C:4]1[C:9]([C:10]([O:12]CC)=[O:11])=[CH:8][N:7]=[C:6]([S:15][CH3:16])[N:5]=1)([CH3:3])[CH3:2].[OH-].[Na+]. Product: [CH:1]([C:4]1[C:9]([C:10]([OH:12])=[O:11])=[CH:8][N:7]=[C:6]([S:15][CH3:16])[N:5]=1)([CH3:3])[CH3:2]. The catalyst class is: 5. (3) Reactant: C(O)C.O1CCCC1.[OH-].[Na+].[Cl:11][C:12]1[CH:13]=[C:14]([CH:21]=[C:22]([F:28])[C:23]=1[O:24][CH2:25][C:26]#[CH:27])[C:15]([O:17]CC#C)=[O:16]. Product: [Cl:11][C:12]1[CH:13]=[C:14]([CH:21]=[C:22]([F:28])[C:23]=1[O:24][CH2:25][C:26]#[CH:27])[C:15]([OH:17])=[O:16]. The catalyst class is: 6. (4) Reactant: [Cl:1][C:2]1[CH:7]=[CH:6][C:5]([N:8]2[C:12]([C:13]3[CH:18]=[CH:17][C:16]([CH2:19][CH2:20][NH2:21])=[CH:15][CH:14]=3)=[CH:11][C:10]([C:22]([F:25])([F:24])[F:23])=[N:9]2)=[CH:4][CH:3]=1.C(N(CC)CC)C.C[Si]([N:37]=[C:38]=[O:39])(C)C. Product: [Cl:1][C:2]1[CH:7]=[CH:6][C:5]([N:8]2[C:12]([C:13]3[CH:18]=[CH:17][C:16]([CH2:19][CH2:20][NH:21][C:38]([NH2:37])=[O:39])=[CH:15][CH:14]=3)=[CH:11][C:10]([C:22]([F:23])([F:25])[F:24])=[N:9]2)=[CH:4][CH:3]=1. The catalyst class is: 4. (5) Reactant: [NH2:1][C:2]1[N:10]=[C:9]([O:11][CH:12]([CH3:14])[CH3:13])[CH:8]=[C:7]([O:15][CH:16]([CH3:18])[CH3:17])[C:3]=1[C:4](O)=[O:5].CC[N:21]=C=NCCCN(C)C.Cl.C1C=CC2N(O)N=NC=2C=1.CN1CCOCC1.N. Product: [NH2:1][C:2]1[N:10]=[C:9]([O:11][CH:12]([CH3:14])[CH3:13])[CH:8]=[C:7]([O:15][CH:16]([CH3:18])[CH3:17])[C:3]=1[C:4]([NH2:21])=[O:5]. The catalyst class is: 20. (6) Reactant: C(OC([N:11]1[CH2:14][CH:13]([O:15][Si:16]([C:29]([CH3:32])([CH3:31])[CH3:30])([C:23]2[CH:28]=[CH:27][CH:26]=[CH:25][CH:24]=2)[C:17]2[CH:22]=[CH:21][CH:20]=[CH:19][CH:18]=2)[CH2:12]1)=O)C1C=CC=CC=1. The catalyst class is: 19. Product: [Si:16]([O:15][CH:13]1[CH2:12][NH:11][CH2:14]1)([C:29]([CH3:32])([CH3:30])[CH3:31])([C:17]1[CH:22]=[CH:21][CH:20]=[CH:19][CH:18]=1)[C:23]1[CH:24]=[CH:25][CH:26]=[CH:27][CH:28]=1.